Dataset: Catalyst prediction with 721,799 reactions and 888 catalyst types from USPTO. Task: Predict which catalyst facilitates the given reaction. (1) Reactant: [CH2:1]([O:8][C:9]1[C:10]([N+:18]([O-:20])=[O:19])=[C:11]([CH:15]=[CH:16][CH:17]=1)[CH:12]=[N:13]O)[C:2]1[CH:7]=[CH:6][CH:5]=[CH:4][CH:3]=1.S(Cl)(Cl)=O. Product: [CH2:1]([O:8][C:9]1[C:10]([N+:18]([O-:20])=[O:19])=[C:11]([CH:15]=[CH:16][CH:17]=1)[C:12]#[N:13])[C:2]1[CH:3]=[CH:4][CH:5]=[CH:6][CH:7]=1. The catalyst class is: 9. (2) Product: [C:44]([C:48]1[CH:65]=[CH:64][C:51]([CH2:52][N:53]([CH2:54][CH2:55][C:56]2[CH:61]=[CH:60][C:59]([F:62])=[C:58]([F:63])[CH:57]=2)[C:10]([C:8]2[CH:7]=[CH:6][CH:5]=[C:4]3[C:9]=2[NH:1][CH:2]=[CH:3]3)=[O:12])=[CH:50][CH:49]=1)([CH3:47])([CH3:45])[CH3:46]. Reactant: [NH:1]1[C:9]2[C:4](=[CH:5][CH:6]=[CH:7][C:8]=2[C:10]([OH:12])=O)[CH:3]=[CH:2]1.CN(C(ON1N=NC2C=CC=CC1=2)=[N+](C)C)C.[B-](F)(F)(F)F.C(N(CC)C(C)C)(C)C.[C:44]([C:48]1[CH:65]=[CH:64][C:51]([CH2:52][NH:53][CH2:54][CH2:55][C:56]2[CH:61]=[CH:60][C:59]([F:62])=[C:58]([F:63])[CH:57]=2)=[CH:50][CH:49]=1)([CH3:47])([CH3:46])[CH3:45]. The catalyst class is: 18. (3) Reactant: [Cl:1][C:2]1[C:7](I)=[C:6]([CH3:9])[N:5]=[C:4]([NH2:10])[N:3]=1.[CH3:11][C:12]1(C)C(C)(C)OB(C=C)O1.ClCCl.C(=O)([O-])[O-].[Na+].[Na+]. Product: [Cl:1][C:2]1[C:7]([CH:11]=[CH2:12])=[C:6]([CH3:9])[N:5]=[C:4]([NH2:10])[N:3]=1. The catalyst class is: 57.